This data is from Reaction yield outcomes from USPTO patents with 853,638 reactions. The task is: Predict the reaction yield, written as a fraction of the theoretical maximum amount of product (1.0 means a 100% yield; for example, 0.34 means a 34% yield). (1) The reactants are C([Li])CCC.[CH2:6]([O:13][C:14]1[CH:19]=[CH:18][C:17](Br)=[CH:16][N:15]=1)[C:7]1[CH:12]=[CH:11][CH:10]=[CH:9][CH:8]=1.CN(C)[CH:23]=[O:24]. The catalyst is C1COCC1. The product is [CH2:6]([O:13][C:14]1[CH:19]=[CH:18][C:17]([CH:23]=[O:24])=[CH:16][N:15]=1)[C:7]1[CH:12]=[CH:11][CH:10]=[CH:9][CH:8]=1. The yield is 0.730. (2) The reactants are [CH3:1][N:2]([CH3:18])[CH2:3][CH2:4][C:5]1[C:13]2[C:12]([OH:14])=[CH:11][C:10]([F:15])=[CH:9][C:8]=2[N:7]([CH2:16][CH3:17])[CH:6]=1.Br[C:20]1[CH:25]=[CH:24][CH:23]=[CH:22][CH:21]=1.C([O-])([O-])=O.[K+].[K+]. The catalyst is O1CCOCC1.[Cu]I. The product is [CH2:16]([N:7]1[C:8]2[C:13](=[C:12]([O:14][C:20]3[CH:25]=[CH:24][CH:23]=[CH:22][CH:21]=3)[CH:11]=[C:10]([F:15])[CH:9]=2)[C:5]([CH2:4][CH2:3][N:2]([CH3:1])[CH3:18])=[CH:6]1)[CH3:17]. The yield is 0.0300. (3) The reactants are [NH2:1][C:2]1[C:3]([C:13]#[N:14])=[CH:4][C:5]([CH3:12])=[C:6]([CH:11]=1)[C:7]([O:9][CH3:10])=[O:8].OO.C(=O)([O-])[O-:18].[K+].[K+]. The catalyst is CS(C)=O. The product is [NH2:1][C:2]1[C:3]([C:13]([NH2:14])=[O:18])=[CH:4][C:5]([CH3:12])=[C:6]([CH:11]=1)[C:7]([O:9][CH3:10])=[O:8]. The yield is 0.660. (4) The reactants are CCCP1(OP(CCC)(=O)OP(CCC)(=O)O1)=O.[Cl:19][C:20]1[CH:25]=[CH:24][C:23]([C:26]2[S:27][C:28]([C:36]([OH:38])=O)=[C:29]([CH2:31][C:32]([O:34][CH3:35])=[O:33])[N:30]=2)=[CH:22][CH:21]=1.[C:39]([O:43][C:44]([N:46]1[CH2:49][CH:48]([O:50][C:51]2[CH:56]=[CH:55][C:54]([NH2:57])=[CH:53][C:52]=2[O:58][CH3:59])[CH2:47]1)=[O:45])([CH3:42])([CH3:41])[CH3:40].CN1CCOCC1. The catalyst is C1COCC1. The product is [C:39]([O:43][C:44]([N:46]1[CH2:47][CH:48]([O:50][C:51]2[CH:56]=[CH:55][C:54]([NH:57][C:36]([C:28]3[S:27][C:26]([C:23]4[CH:22]=[CH:21][C:20]([Cl:19])=[CH:25][CH:24]=4)=[N:30][C:29]=3[CH2:31][C:32]([O:34][CH3:35])=[O:33])=[O:38])=[CH:53][C:52]=2[O:58][CH3:59])[CH2:49]1)=[O:45])([CH3:42])([CH3:41])[CH3:40]. The yield is 0.900. (5) The reactants are Br[C:2]1[CH:3]=[C:4]2[C:8](=[C:9]([C:11]([NH2:13])=[O:12])[CH:10]=1)[NH:7][CH:6]=[C:5]2[CH:14]1[CH2:19][CH2:18][N:17]([S:20]([CH2:23][CH3:24])(=[O:22])=[O:21])[CH2:16][CH2:15]1.[O-]P([O-])([O-])=O.[K+].[K+].[K+].[OH:33][CH2:34][C:35]1[CH:36]=[C:37](B(O)O)[CH:38]=[CH:39][CH:40]=1. The catalyst is O1CCOCC1.O.C1C=CC([P]([Pd]([P](C2C=CC=CC=2)(C2C=CC=CC=2)C2C=CC=CC=2)([P](C2C=CC=CC=2)(C2C=CC=CC=2)C2C=CC=CC=2)[P](C2C=CC=CC=2)(C2C=CC=CC=2)C2C=CC=CC=2)(C2C=CC=CC=2)C2C=CC=CC=2)=CC=1. The product is [CH2:23]([S:20]([N:17]1[CH2:18][CH2:19][CH:14]([C:5]2[C:4]3[C:8](=[C:9]([C:11]([NH2:13])=[O:12])[CH:10]=[C:2]([C:39]4[CH:38]=[CH:37][CH:36]=[C:35]([CH2:34][OH:33])[CH:40]=4)[CH:3]=3)[NH:7][CH:6]=2)[CH2:15][CH2:16]1)(=[O:22])=[O:21])[CH3:24]. The yield is 0.460. (6) The reactants are [CH3:1][O:2][C:3]1[CH:4]=[C:5]2[C:10](=[CH:11][C:12]=1[O:13][CH3:14])[N:9]=[CH:8][CH:7]=[C:6]2[O:15][C:16]1[CH:22]=[CH:21][C:19]([NH2:20])=[C:18]([CH3:23])[C:17]=1[CH3:24].C1(C)C=CC=CC=1.C(N(CC)CC)C.Cl[C:40](Cl)([O:42][C:43](=[O:49])OC(Cl)(Cl)Cl)Cl.[CH3:51][C:52]1[CH:57]=[CH:56][C:55]([CH3:58])=[CH:54][C:53]=1[S:59][CH2:60]CO. The catalyst is C(Cl)Cl. The product is [CH3:1][O:2][C:3]1[CH:4]=[C:5]2[C:10](=[CH:11][C:12]=1[O:13][CH3:14])[N:9]=[CH:8][CH:7]=[C:6]2[O:15][C:16]1[CH:22]=[CH:21][C:19]([NH:20][C:43](=[O:49])[O:42][CH2:40][CH2:60][S:59][C:53]2[CH:54]=[C:55]([CH3:58])[CH:56]=[CH:57][C:52]=2[CH3:51])=[C:18]([CH3:23])[C:17]=1[CH3:24]. The yield is 0.810. (7) The reactants are [O:1]1[CH2:6][CH2:5][N:4]([CH2:7][CH2:8][S:9][C:10]2[CH:36]=[CH:35][C:13]([CH2:14][O:15][C:16]3[CH:17]=[N:18][C:19]([N:22]4[CH2:27][CH2:26][N:25]([C:28]([O:30][C:31]([CH3:34])([CH3:33])[CH3:32])=[O:29])[CH2:24][CH2:23]4)=[N:20][CH:21]=3)=[CH:12][CH:11]=2)[CH2:3][CH2:2]1.OO.C(=O)([O-])[OH:40].[Na+]. The catalyst is CO.O.O.O.[O-][W]([O-])(=O)=O.[Na+].[Na+]. The product is [O:1]1[CH2:2][CH2:3][N:4]([CH2:7][CH2:8][S:9]([C:10]2[CH:36]=[CH:35][C:13]([CH2:14][O:15][C:16]3[CH:17]=[N:18][C:19]([N:22]4[CH2:27][CH2:26][N:25]([C:28]([O:30][C:31]([CH3:32])([CH3:33])[CH3:34])=[O:29])[CH2:24][CH2:23]4)=[N:20][CH:21]=3)=[CH:12][CH:11]=2)=[O:40])[CH2:5][CH2:6]1. The yield is 1.00. (8) The reactants are [NH2:1][C:2](/[N:4]=[C:5](/[N:7]([CH3:9])[CH3:8])\[CH3:6])=[S:3].[CH3:10][I:11]. The catalyst is C1COCC1. The product is [IH:11].[NH2:1][CH:2]([S:3][CH3:10])/[N:4]=[C:5](/[N:7]([CH3:9])[CH3:8])\[CH3:6]. The yield is 0.960.